From a dataset of Full USPTO retrosynthesis dataset with 1.9M reactions from patents (1976-2016). Predict the reactants needed to synthesize the given product. (1) The reactants are: N1C=CC=CC=1.[CH3:7][CH:8]([CH3:31])[CH:9]([NH:14][C:15]([C:17]1[S:18][CH:19]=[C:20]([C:22]2[CH:27]=[CH:26][C:25]([N+:28]([O-])=O)=[CH:24][CH:23]=2)[N:21]=1)=[O:16])[C:10]([O:12][CH3:13])=[O:11].[Cl:32][C:33]1[CH:38]=[C:37]([Cl:39])[CH:36]=[CH:35][C:34]=1[S:40](Cl)(=[O:42])=[O:41]. Given the product [Cl:32][C:33]1[CH:38]=[C:37]([Cl:39])[CH:36]=[CH:35][C:34]=1[S:40]([NH:28][C:25]1[CH:26]=[CH:27][C:22]([C:20]2[N:21]=[C:17]([C:15]([NH:14][CH:9]([CH:8]([CH3:31])[CH3:7])[C:10]([O:12][CH3:13])=[O:11])=[O:16])[S:18][CH:19]=2)=[CH:23][CH:24]=1)(=[O:42])=[O:41], predict the reactants needed to synthesize it. (2) Given the product [Cl:20][C:4]1[CH:3]=[C:2]([CH3:1])[C:11]2[C:6](=[CH:7][CH:8]=[C:9]([O:12][C:13]([F:16])([F:15])[F:14])[CH:10]=2)[N:5]=1, predict the reactants needed to synthesize it. The reactants are: [CH3:1][C:2]1[C:11]2[C:6](=[CH:7][CH:8]=[C:9]([O:12][C:13]([F:16])([F:15])[F:14])[CH:10]=2)[NH:5][C:4](=O)[CH:3]=1.P(Cl)(Cl)([Cl:20])=O.